From a dataset of Full USPTO retrosynthesis dataset with 1.9M reactions from patents (1976-2016). Predict the reactants needed to synthesize the given product. (1) Given the product [CH:1]1([N:7]2[C:11]3[CH:12]=[C:13]([F:16])[CH:14]=[CH:15][C:10]=3[N:9]=[C:8]2[C@@H:17]([NH:19][C:21]2[N:29]=[CH:28][N:27]=[C:26]3[C:22]=2[N:23]=[CH:24][NH:25]3)[CH3:18])[CH2:2][CH2:3][CH2:4][CH2:5][CH2:6]1, predict the reactants needed to synthesize it. The reactants are: [CH:1]1([N:7]2[C:11]3[CH:12]=[C:13]([F:16])[CH:14]=[CH:15][C:10]=3[N:9]=[C:8]2[C@@H:17]([NH2:19])[CH3:18])[CH2:6][CH2:5][CH2:4][CH2:3][CH2:2]1.Cl[C:21]1[N:29]=[CH:28][N:27]=[C:26]2[C:22]=1[N:23]=[CH:24][N:25]2C1CCCCO1.CCN(C(C)C)C(C)C. (2) Given the product [CH3:31][S:32]([CH2:35][CH2:36][NH:37][CH2:29][C:27]1[O:28][C:24]([C:23]2[N:17]3[C:18]([CH:19]=[N:20][C:15]([NH:14][C:11]4[CH:12]=[CH:13][C:8]([N:5]5[CH2:6][CH2:7][N:2]([CH3:1])[CH2:3][CH2:4]5)=[CH:9][CH:10]=4)=[N:16]3)=[CH:21][CH:22]=2)=[CH:25][CH:26]=1)(=[O:34])=[O:33], predict the reactants needed to synthesize it. The reactants are: [CH3:1][N:2]1[CH2:7][CH2:6][N:5]([C:8]2[CH:13]=[CH:12][C:11]([NH:14][C:15]3[N:20]=[CH:19][C:18]4=[CH:21][CH:22]=[C:23]([C:24]5[O:28][C:27]([CH:29]=O)=[CH:26][CH:25]=5)[N:17]4[N:16]=3)=[CH:10][CH:9]=2)[CH2:4][CH2:3]1.[CH3:31][S:32]([CH2:35][CH2:36][NH2:37])(=[O:34])=[O:33].Cl.C(O)(=O)C.C(O[BH-](OC(=O)C)OC(=O)C)(=O)C.[Na+]. (3) Given the product [Cl:23][C:12]1[CH:13]=[C:14]([O:18][C:19]([F:22])([F:21])[F:20])[CH:15]=[C:16]([Cl:17])[C:11]=1[NH:10][C:8]([NH:7][C:5]1[S:6][C:2]([C:37]2[CH:36]=[CH:35][C:34]([O:33][C:32]([F:31])([F:43])[F:44])=[CH:39][CH:38]=2)=[CH:3][C:4]=1[C:24]([O:26][C:27]([CH3:30])([CH3:29])[CH3:28])=[O:25])=[O:9], predict the reactants needed to synthesize it. The reactants are: Br[C:2]1[S:6][C:5]([NH:7][C:8]([NH:10][C:11]2[C:16]([Cl:17])=[CH:15][C:14]([O:18][C:19]([F:22])([F:21])[F:20])=[CH:13][C:12]=2[Cl:23])=[O:9])=[C:4]([C:24]([O:26][C:27]([CH3:30])([CH3:29])[CH3:28])=[O:25])[CH:3]=1.[F:31][C:32]([F:44])([F:43])[O:33][C:34]1[CH:39]=[CH:38][C:37](B(O)O)=[CH:36][CH:35]=1.C([O-])([O-])=O.[Na+].[Na+]. (4) Given the product [CH2:1]([O:3][C:4](=[O:14])[C:5]1[CH:10]=[C:9]([F:11])[C:8]([O:23][C:20]2[CH:21]=[CH:22][C:17]([C:15]#[N:16])=[CH:18][CH:19]=2)=[N:7][C:6]=1[Cl:13])[CH3:2], predict the reactants needed to synthesize it. The reactants are: [CH2:1]([O:3][C:4](=[O:14])[C:5]1[CH:10]=[C:9]([F:11])[C:8](Cl)=[N:7][C:6]=1[Cl:13])[CH3:2].[C:15]([C:17]1[CH:22]=[CH:21][C:20]([OH:23])=[CH:19][CH:18]=1)#[N:16]. (5) Given the product [CH3:8][O:9][C:10](=[O:34])[C@@H:11]([NH:14][C:15]([C:17]1[S:18][C:19]([C:23](=[O:33])[NH:24][CH2:25][C:26]2[CH:31]=[CH:30][CH:29]=[C:28]([OH:32])[CH:27]=2)=[CH:20][C:21]=1[Br:22])=[O:16])[CH2:12][NH:13][C:81]([C:77]1[S:76][CH:80]=[CH:79][CH:78]=1)=[O:82], predict the reactants needed to synthesize it. The reactants are: FC(F)(F)C(O)=O.[CH3:8][O:9][C:10](=[O:34])[C@@H:11]([NH:14][C:15]([C:17]1[S:18][C:19]([C:23](=[O:33])[NH:24][CH2:25][C:26]2[CH:31]=[CH:30][CH:29]=[C:28]([OH:32])[CH:27]=2)=[CH:20][C:21]=1[Br:22])=[O:16])[CH2:12][NH2:13].C(N(CC)CC)C.CN(C(ON1N=NC2C=CC=CC1=2)=[N+](C)C)C.F[P-](F)(F)(F)(F)F.C1C=CC2N(O)N=NC=2C=1.[S:76]1[CH:80]=[CH:79][CH:78]=[C:77]1[C:81](O)=[O:82]. (6) Given the product [F:26][C:23]([CH3:25])([CH3:24])[CH2:22][C@@H:10]1[NH:9][C@@:8]([C:5]2[CH:6]=[CH:7][C:2]([C:38]3[CH:39]=[CH:40][C:35]([S:32]([CH3:31])(=[O:34])=[O:33])=[CH:36][CH:37]=3)=[CH:3][CH:4]=2)([C:27]([F:30])([F:29])[F:28])[C:18]#[C:17][CH2:16][S:15][CH2:14][C@@H:13]([C:19]#[N:20])[NH:12][C:11]1=[O:21], predict the reactants needed to synthesize it. The reactants are: Br[C:2]1[CH:7]=[CH:6][C:5]([C@:8]2([C:27]([F:30])([F:29])[F:28])[C:18]#[C:17][CH2:16][S:15][CH2:14][C@@H:13]([C:19]#[N:20])[NH:12][C:11](=[O:21])[C@H:10]([CH2:22][C:23]([F:26])([CH3:25])[CH3:24])[NH:9]2)=[CH:4][CH:3]=1.[CH3:31][S:32]([C:35]1[CH:40]=[CH:39][C:38](B(O)O)=[CH:37][CH:36]=1)(=[O:34])=[O:33].C1(C)C=CC=CC=1P(C1C=CC=CC=1C)C1C=CC=CC=1C.C([O-])([O-])=O.[Na+].[Na+]. (7) Given the product [F:12][C:13]([F:20])([F:19])[C:14]([NH:11][C@H:9]([CH3:10])[CH2:8][O:1][C:2]1[CH:7]=[CH:6][CH:5]=[CH:4][CH:3]=1)=[O:15], predict the reactants needed to synthesize it. The reactants are: [O:1]([CH2:8][C@H:9]([NH2:11])[CH3:10])[C:2]1[CH:7]=[CH:6][CH:5]=[CH:4][CH:3]=1.[F:12][C:13]([F:20])([F:19])[C:14](OCC)=[O:15]. (8) Given the product [CH3:20][N:21]([CH2:23][C:16]1[N:12]([C:7]2[CH:6]=[CH:5][C:4]([O:3][C:2]([F:1])([F:18])[F:19])=[CH:11][C:8]=2[C:9]#[N:10])[CH:13]=[N:14][C:15]=1[CH3:17])[CH3:22], predict the reactants needed to synthesize it. The reactants are: [F:1][C:2]([F:19])([F:18])[O:3][C:4]1[CH:5]=[CH:6][C:7]([N:12]2[CH:16]=[C:15]([CH3:17])[N:14]=[CH:13]2)=[C:8]([CH:11]=1)[C:9]#[N:10].[CH3:20][N+:21]([CH3:23])=[CH2:22].[I-]. (9) The reactants are: [CH3:1][N:2]1[CH:6]2[CH:7]([C:19]([OH:21])=[O:20])[CH:8]([O:10][C:11]([C:13]3[CH:18]=[CH:17][CH:16]=[CH:15][CH:14]=3)=[O:12])[CH2:9][CH:3]1[CH2:4][CH2:5]2.ON1C(=O)CC[C:24]1=O. Given the product [CH3:1][N:2]1[C@H:6]2[C@@H:7]([C:19]([O:21][CH3:24])=[O:20])[C@@H:8]([O:10][C:11]([C:13]3[CH:14]=[CH:15][CH:16]=[CH:17][CH:18]=3)=[O:12])[CH2:9][C@@H:3]1[CH2:4][CH2:5]2, predict the reactants needed to synthesize it.